The task is: Predict the product of the given reaction.. This data is from Forward reaction prediction with 1.9M reactions from USPTO patents (1976-2016). (1) Given the reactants [NH2:1][C@H:2]1[C:11]2[C:6](=[CH:7][CH:8]=[C:9]([F:12])[CH:10]=2)[N:5]([C:13](=[O:15])[CH3:14])[C@@H:4]([CH:16]2[CH2:18][CH2:17]2)[C@@H:3]1[CH3:19].Cl[C:21]1[C:22]([C:27]#[N:28])=[N:23][CH:24]=[CH:25][N:26]=1.C(N(CC)CC)C, predict the reaction product. The product is: [C:13]([N:5]1[C:6]2[C:11](=[CH:10][C:9]([F:12])=[CH:8][CH:7]=2)[C@H:2]([NH:1][C:21]2[C:22]([C:27]#[N:28])=[N:23][CH:24]=[CH:25][N:26]=2)[C@@H:3]([CH3:19])[C@@H:4]1[CH:16]1[CH2:18][CH2:17]1)(=[O:15])[CH3:14]. (2) Given the reactants [CH2:1]([C:3]1[CH:4]=[CH:5][CH:6]=[C:7]2[C:11]=1[NH:10][CH:9]=[CH:8]2)[CH3:2].[Cl-].[CH3:13][C:14]1[CH:23]=[CH:22][CH:21]=[CH:20][C:15]=1[CH:16]=[N+:17]([CH3:19])[CH3:18].CC1C=CC=CC=1C=O.CNC, predict the reaction product. The product is: [CH2:1]([C:3]1[CH:4]=[CH:5][CH:6]=[C:7]2[C:11]=1[NH:10][CH:9]=[C:8]2[CH:16]([N:17]([CH3:18])[CH3:19])[C:15]1[CH:20]=[CH:21][CH:22]=[CH:23][C:14]=1[CH3:13])[CH3:2]. (3) Given the reactants C1COCC1.Br[C:7]1[C:15]2[O:14][C:13]([F:17])([F:16])[O:12][C:11]=2[CH:10]=[CH:9][CH:8]=1.[N:18]1[O:19][CH2:20][CH:21]2[CH2:26][CH2:25][O:24][CH2:23][C:22]=12.[Cl-].[NH4+], predict the reaction product. The product is: [F:16][C:13]1([F:17])[O:12][C:11]2[CH:10]=[CH:9][CH:8]=[C:7]([C@:22]34[CH2:23][O:24][CH2:25][CH2:26][C@H:21]3[CH2:20][O:19][NH:18]4)[C:15]=2[O:14]1.